This data is from Reaction yield outcomes from USPTO patents with 853,638 reactions. The task is: Predict the reaction yield, written as a fraction of the theoretical maximum amount of product (1.0 means a 100% yield; for example, 0.34 means a 34% yield). (1) The reactants are [CH:1]1([C:4]2[CH:9]=[CH:8][N:7]=[CH:6][C:5]=2[N:10]2[CH2:14][CH2:13][NH:12][C:11]2=[O:15])[CH2:3][CH2:2]1.Cl[C:17]1[CH:22]=[C:21]([O:23][CH3:24])[N:20]=[CH:19][N:18]=1.C(=O)([O-])[O-].[Cs+].[Cs+]. The catalyst is C1C=CC(/C=C/C(/C=C/C2C=CC=CC=2)=O)=CC=1.C1C=CC(/C=C/C(/C=C/C2C=CC=CC=2)=O)=CC=1.C1C=CC(/C=C/C(/C=C/C2C=CC=CC=2)=O)=CC=1.[Pd].[Pd].C1(C)C=CC=CC=1. The product is [CH:1]1([C:4]2[CH:9]=[CH:8][N:7]=[CH:6][C:5]=2[N:10]2[CH2:14][CH2:13][N:12]([C:17]3[CH:22]=[C:21]([O:23][CH3:24])[N:20]=[CH:19][N:18]=3)[C:11]2=[O:15])[CH2:3][CH2:2]1. The yield is 0.346. (2) The product is [ClH:28].[F:1][C:2]1[C:7]([F:8])=[CH:6][C:5]([C:9]2[CH:10]=[CH:11][C:12]([O:15][CH2:16][C:17]3[CH:18]=[C:19]([NH2:23])[CH:20]=[CH:21][CH:22]=3)=[CH:13][CH:14]=2)=[C:4]([O:26][CH3:27])[CH:3]=1. The catalyst is CCOC(C)=O.CCO.[Pd]. The reactants are [F:1][C:2]1[C:7]([F:8])=[CH:6][C:5]([C:9]2[CH:14]=[CH:13][C:12]([O:15][CH2:16][C:17]3[CH:22]=[CH:21][CH:20]=[C:19]([N+:23]([O-])=O)[CH:18]=3)=[CH:11][CH:10]=2)=[C:4]([O:26][CH3:27])[CH:3]=1.[ClH:28]. The yield is 0.950. (3) The reactants are CO[C:3](=[O:15])[CH2:4][NH:5][C:6]([C:8]1[CH:9]=[N:10][CH:11]=[C:12]([F:14])[CH:13]=1)=[O:7].[CH3:16][NH2:17]. The catalyst is C(O)C. The product is [F:14][C:12]1[CH:11]=[N:10][CH:9]=[C:8]([CH:13]=1)[C:6]([NH:5][CH2:4][C:3](=[O:15])[NH:17][CH3:16])=[O:7]. The yield is 0.720. (4) The reactants are [NH2:1][C:2]1[C:7]([Cl:8])=[C:6]([O:9][CH3:10])[CH:5]=[CH:4][C:3]=1[C:11](=[O:13])[CH3:12].[CH:14]([C:17]1[N:18]=[C:19]([C:22](Cl)=[O:23])[S:20][CH:21]=1)([CH3:16])[CH3:15].C(C1C=CC(OC)=CC=1NC(C1SC=C(C(C)C)N=1)=O)(=O)C. No catalyst specified. The product is [C:11]([C:3]1[C:2]([NH:1][C:22]([C:19]2[S:20][CH:21]=[C:17]([CH:14]([CH3:16])[CH3:15])[N:18]=2)=[O:23])=[C:7]([Cl:8])[C:6]([O:9][CH3:10])=[CH:5][CH:4]=1)(=[O:13])[CH3:12]. The yield is 0.800. (5) The reactants are Cl[C:2]1[N:3]=[C:4]([C:12]([O:14][CH2:15][CH3:16])=[O:13])[C:5]2[C:10]([CH:11]=1)=[CH:9][CH:8]=[CH:7][CH:6]=2.F[B-](F)(F)[C:19]1[CH:24]=[CH:23][CH:22]=[C:21]([C:25]#[C:26][C@:27]2([OH:34])[CH2:31][CH2:30][N:29]([CH3:32])[C:28]2=[O:33])[CH:20]=1.[K+]. No catalyst specified. The product is [OH:34][C@@:27]1([C:26]#[C:25][C:21]2[CH:20]=[C:19]([C:2]3[N:3]=[C:4]([C:12]([O:14][CH2:15][CH3:16])=[O:13])[C:5]4[C:10]([CH:11]=3)=[CH:9][CH:8]=[CH:7][CH:6]=4)[CH:24]=[CH:23][CH:22]=2)[CH2:31][CH2:30][N:29]([CH3:32])[C:28]1=[O:33]. The yield is 0.340. (6) The reactants are [CH2:1]([N:8]1[C:12]2[CH:13]=[CH:14][CH:15]=[CH:16][C:11]=2[NH:10][C:9]1=[NH:17])[C:2]1[CH:7]=[CH:6][CH:5]=[CH:4][CH:3]=1.[CH2:18]([O:20][C:21](=[O:33])[C:22]1[CH:27]=[CH:26][CH:25]=[C:24]([O:28][CH2:29][CH2:30][CH2:31]Cl)[CH:23]=1)[CH3:19]. The catalyst is CC(=O)CC. The product is [CH2:18]([O:20][C:21](=[O:33])[C:22]1[CH:27]=[CH:26][CH:25]=[C:24]([O:28][CH2:29][CH2:30][CH2:31][N:10]2[C:11]3[CH:16]=[CH:15][CH:14]=[CH:13][C:12]=3[N:8]([CH2:1][C:2]3[CH:3]=[CH:4][CH:5]=[CH:6][CH:7]=3)[C:9]2=[NH:17])[CH:23]=1)[CH3:19]. The yield is 0.740. (7) The reactants are [NH2:1][C:2]1[CH:7]=[CH:6][C:5]([CH2:8][CH2:9][NH2:10])=[CH:4][CH:3]=1.C[Si]([N-][Si](C)(C)C)(C)C.[Na+].[CH2:21]1[O:29][C@@H:22]1[C:23]1[CH:28]=[CH:27][CH:26]=[CH:25][CH:24]=1.Cl.C(OC(C)C)(=O)C.[OH-].[Na+]. The catalyst is O1CCCC1.CN1CCCN(C)C1=O. The product is [OH:29][C@H:22]([C:23]1[CH:28]=[CH:27][CH:26]=[CH:25][CH:24]=1)[CH2:21][NH:1][C:2]1[CH:7]=[CH:6][C:5]([CH2:8][CH2:9][NH2:10])=[CH:4][CH:3]=1. The yield is 0.590. (8) The reactants are [N+:1]([C:4]1[CH:5]=[C:6]([CH:14]=[CH:15][C:16]=1[N+:17]([O-])=O)[CH2:7][N:8]1[CH2:13][CH2:12][O:11][CH2:10][CH2:9]1)([O-])=O. The catalyst is [Fe].O1CCOCC1.O. The product is [N:8]1([CH2:7][C:6]2[CH:5]=[C:4]([NH2:1])[C:16]([NH2:17])=[CH:15][CH:14]=2)[CH2:13][CH2:12][O:11][CH2:10][CH2:9]1. The yield is 0.730. (9) The reactants are [Li+].[OH-].[NH2:3][C:4]1[N:5]=[CH:6][C:7]([C:21]2[CH:30]=[CH:29][C:24]([C:25]([O:27]C)=O)=[CH:23][C:22]=2[CH:31]([F:33])[F:32])=[N:8][C:9]=1[C:10]1[O:11][C:12]([C:15]2[CH:20]=[CH:19][CH:18]=[CH:17][CH:16]=2)=[N:13][N:14]=1.[CH3:34][N:35](C(ON1N=NC2C=CC=CC1=2)=[N+](C)C)[CH3:36].[B-](F)(F)(F)F.CCN(C(C)C)C(C)C.CNC. The catalyst is C1COCC1.CO.C(OC(=O)C)C. The product is [NH2:3][C:4]1[N:5]=[CH:6][C:7]([C:21]2[CH:30]=[CH:29][C:24]([C:25]([N:35]([CH3:36])[CH3:34])=[O:27])=[CH:23][C:22]=2[CH:31]([F:32])[F:33])=[N:8][C:9]=1[C:10]1[O:11][C:12]([C:15]2[CH:20]=[CH:19][CH:18]=[CH:17][CH:16]=2)=[N:13][N:14]=1. The yield is 0.400.